From a dataset of Reaction yield outcomes from USPTO patents with 853,638 reactions. Predict the reaction yield, written as a fraction of the theoretical maximum amount of product (1.0 means a 100% yield; for example, 0.34 means a 34% yield). (1) The reactants are [C:1]([O:4][C@@H:5]1[C@@H:10]([O:11][C:12](=[O:14])[CH3:13])[C@H:9]([O:15][C:16](=[O:18])[CH3:17])[C@@H:8]([O:19]/[C:20](/[C:29]([O:31][CH2:32][CH3:33])=[O:30])=[CH:21]\[C:22]2[CH:27]=[CH:26][CH:25]=[CH:24][C:23]=2F)[O:7][C@H:6]1[CH2:34][O:35][C:36](=[O:38])[CH3:37])(=[O:3])[CH3:2].[Br:39]C1C=C(CC(=O)C(OCC)=O)C=CC=1.[H-].[Na+].[Br-].C(O[C@@H]1[C@@H](OC(=O)C)[C@H](OC(=O)C)[C@@H](COC(=O)C)O[C@@H]1O)(=O)C. No catalyst specified. The product is [C:1]([O:4][C@@H:5]1[C@@H:10]([O:11][C:12](=[O:14])[CH3:13])[C@H:9]([O:15][C:16](=[O:18])[CH3:17])[C@@H:8]([O:19]/[C:20](/[C:29]([O:31][CH2:32][CH3:33])=[O:30])=[CH:21]\[C:22]2[CH:27]=[CH:26][CH:25]=[C:24]([Br:39])[CH:23]=2)[O:7][C@H:6]1[CH2:34][O:35][C:36](=[O:38])[CH3:37])(=[O:3])[CH3:2]. The yield is 0.240. (2) The reactants are [CH3:1][O:2][C:3](=[O:23])[NH:4][CH:5]([C:9]([N:11]1[CH2:15][CH2:14][CH2:13][CH:12]1[C:16]1[NH:17][C:18]([C:21]#[CH:22])=[CH:19][N:20]=1)=[O:10])[CH:6]([CH3:8])[CH3:7].[CH3:24][O:25][C:26](=[O:51])[NH:27][CH:28]([C:32]([N:34]1[CH2:38][CH2:37][CH2:36][CH:35]1[C:39]1[NH:40][C:41]([C:44]2[CH:49]=[CH:48][C:47](Br)=[CH:46][CH:45]=2)=[CH:42][N:43]=1)=[O:33])[CH:29]([CH3:31])[CH3:30].C(N(CC)CC)C.O. The catalyst is CN(C=O)C.C1C=CC([P]([Pd]([P](C2C=CC=CC=2)(C2C=CC=CC=2)C2C=CC=CC=2)([P](C2C=CC=CC=2)(C2C=CC=CC=2)C2C=CC=CC=2)[P](C2C=CC=CC=2)(C2C=CC=CC=2)C2C=CC=CC=2)(C2C=CC=CC=2)C2C=CC=CC=2)=CC=1.[Cu]I. The product is [CH3:1][O:2][C:3](=[O:23])[NH:4][CH:5]([C:9]([N:11]1[CH2:15][CH2:14][CH2:13][CH:12]1[C:16]1[NH:17][C:18]([C:21]#[C:22][C:47]2[CH:48]=[CH:49][C:44]([C:41]3[NH:40][C:39]([CH:35]4[CH2:36][CH2:37][CH2:38][N:34]4[C:32](=[O:33])[CH:28]([NH:27][C:26]([O:25][CH3:24])=[O:51])[CH:29]([CH3:31])[CH3:30])=[N:43][CH:42]=3)=[CH:45][CH:46]=2)=[CH:19][N:20]=1)=[O:10])[CH:6]([CH3:8])[CH3:7]. The yield is 0.240. (3) The reactants are [C:1]1([C:7]([C:9]2[CH:10]=[C:11]([OH:15])[CH:12]=[CH:13][CH:14]=2)=[CH2:8])[CH:6]=[CH:5][CH:4]=[CH:3][CH:2]=1.[Mg+2].[Cl-].[Cl-].[CH2:19]=[O:20].Cl. The catalyst is C(#N)C. The product is [OH:15][C:11]1[CH:10]=[C:9]([C:7]([C:1]2[CH:2]=[CH:3][CH:4]=[CH:5][CH:6]=2)=[CH2:8])[CH:14]=[CH:13][C:12]=1[CH:19]=[O:20]. The yield is 0.910. (4) The reactants are C(Cl)CCl.[CH:5]([N:8]([CH:11]([CH3:13])[CH3:12])CC)(C)[CH3:6].[CH:14]1[CH:15]=[CH:16][C:17]2N(O)N=N[C:18]=2[CH:19]=1.[OH2:24].[CH2:25]([O:32][C:33]1[CH:38]=[CH:37][C:36]([CH2:39][CH:40]([O:44][CH2:45][CH3:46])[C:41]([OH:43])=O)=[CH:35][CH:34]=1)[C:26]1[CH:31]=[CH:30][CH:29]=[CH:28][CH:27]=1. The catalyst is ClCCl.CCCCCCC. The product is [CH2:25]([O:32][C:33]1[CH:34]=[CH:35][C:36]([CH2:39][C@H:40]([O:44][CH2:45][CH3:46])[C:41]([NH:8][C@H:11]([C:12]2[CH:16]=[CH:15][CH:14]=[CH:19][CH:18]=2)[CH2:13][OH:24])=[O:43])=[CH:37][CH:38]=1)[C:26]1[CH:27]=[CH:28][CH:29]=[CH:30][CH:31]=1.[CH2:25]([O:32][C:33]1[CH:34]=[CH:35][C:36]([CH2:39][C@@H:40]([O:44][CH2:45][CH3:46])[C:41]([NH:8][C@H:5]([C:18]2[CH:17]=[CH:16][CH:15]=[CH:14][CH:19]=2)[CH2:6][OH:24])=[O:43])=[CH:37][CH:38]=1)[C:26]1[CH:27]=[CH:28][CH:29]=[CH:30][CH:31]=1. The yield is 0.370. (5) The reactants are Cl.[Sn](Cl)Cl.[N+:5]([C:8]1[CH:13]=[CH:12][CH:11]=[CH:10][C:9]=1[N:14]1[CH2:19][CH2:18][CH2:17][CH2:16][CH2:15]1)([O-])=O.C(=O)(O)[O-].[Na+]. The catalyst is CO. The product is [N:14]1([C:9]2[CH:10]=[CH:11][CH:12]=[CH:13][C:8]=2[NH2:5])[CH2:19][CH2:18][CH2:17][CH2:16][CH2:15]1. The yield is 0.888. (6) The reactants are [NH:1]1[C:9]2[C:4](=[CH:5][C:6]([C:10]3([C:13]([O:15]C)=[O:14])[CH2:12][CH2:11]3)=[CH:7][CH:8]=2)[CH:3]=[CH:2]1.[Li+].[OH-].Cl. The catalyst is CO.O. The product is [NH:1]1[C:9]2[C:4](=[CH:5][C:6]([C:10]3([C:13]([OH:15])=[O:14])[CH2:12][CH2:11]3)=[CH:7][CH:8]=2)[CH:3]=[CH:2]1. The yield is 0.870.